Dataset: Reaction yield outcomes from USPTO patents with 853,638 reactions. Task: Predict the reaction yield, written as a fraction of the theoretical maximum amount of product (1.0 means a 100% yield; for example, 0.34 means a 34% yield). (1) The reactants are C(OC([N:8]1[CH2:13][CH2:12][CH2:11][C@H:10]2[CH2:14][N:15]([C:17]3[C:26]([O:27][CH3:28])=[C:25]4[C:20]([C:21](=[O:59])[C:22]([C:32]([O:34][CH2:35][C:36](=[O:58])[NH:37][C:38]5[CH:43]=[CH:42][C:41]([CH2:44][CH:45]([P:52]([O:56]C)([O:54]C)=[O:53])[P:46]([O:50]C)([O:48]C)=[O:47])=[CH:40][CH:39]=5)=[O:33])=[CH:23][N:24]4[CH:29]4[CH2:31][CH2:30]4)=[CH:19][C:18]=3[F:60])[CH2:16][C@@H:9]12)=O)(C)(C)C.C1(N2C3C(=CC(F)=C(N4C[C@H]5[C@H](NCCC5)C4)C=3OC)C(=O)C(C(OCC(=O)NC(P(O)(O)=O)P(O)(O)=O)=O)=C2)CC1. No catalyst specified. The product is [CH:29]1([N:24]2[C:25]3[C:20](=[CH:19][C:18]([F:60])=[C:17]([N:15]4[CH2:14][C@H:10]5[C@H:9]([NH:8][CH2:13][CH2:12][CH2:11]5)[CH2:16]4)[C:26]=3[O:27][CH3:28])[C:21](=[O:59])[C:22]([C:32]([O:34][CH2:35][C:36](=[O:58])[NH:37][C:38]3[CH:43]=[CH:42][C:41]([CH2:44][CH:45]([P:52]([OH:56])([OH:54])=[O:53])[P:46]([OH:48])([OH:50])=[O:47])=[CH:40][CH:39]=3)=[O:33])=[CH:23]2)[CH2:31][CH2:30]1. The yield is 0.0900. (2) The reactants are F.F.F.C(N(CC)CC)C.[Si]([O:28][CH2:29][C@H:30]1[O:34][C@@H:33]([N:35]2[CH:42]=[C:41]([CH3:43])[C:39](=[O:40])[NH:38][C:36]2=[O:37])[C@H:32]([O:44][CH2:45][CH2:46][O:47][N:48]([CH3:50])[CH3:49])[C@@H:31]1[OH:51])(C(C)(C)C)(C1C=CC=CC=1)C1C=CC=CC=1.CO. The catalyst is C1COCC1.C(Cl)Cl. The product is [CH3:49][N:48]([CH3:50])[O:47][CH2:46][CH2:45][O:44][C@@H:32]1[C@H:31]([OH:51])[C@@H:30]([CH2:29][OH:28])[O:34][C@H:33]1[N:35]1[CH:42]=[C:41]([CH3:43])[C:39](=[O:40])[NH:38][C:36]1=[O:37]. The yield is 0.925. (3) The reactants are [Br:1][C:2]1[CH:7]=[CH:6][C:5]([OH:8])=[CH:4][CH:3]=1.C(=O)([O-])[O-].[K+].[K+].I[CH2:16][CH2:17][CH3:18]. The catalyst is CN(C=O)C. The product is [Br:1][C:2]1[CH:7]=[CH:6][C:5]([O:8][CH2:16][CH2:17][CH3:18])=[CH:4][CH:3]=1. The yield is 0.970. (4) The reactants are [CH2:1]([O:3][C:4]1[CH:5]=[C:6]([C:10]([C:15]2[N:23](S(C3C=CC=CC=3)(=O)=O)[C:18]3=[N:19][CH:20]=[CH:21][CH:22]=[C:17]3[CH:16]=2)=[CH:11][CH:12]([CH3:14])[CH3:13])[CH:7]=[CH:8][CH:9]=1)[CH3:2].[OH-].[Na+]. The catalyst is C(O)C.O1CCCC1.O. The product is [CH2:1]([O:3][C:4]1[CH:5]=[C:6]([C:10]([C:15]2[NH:23][C:18]3=[N:19][CH:20]=[CH:21][CH:22]=[C:17]3[CH:16]=2)=[CH:11][CH:12]([CH3:14])[CH3:13])[CH:7]=[CH:8][CH:9]=1)[CH3:2]. The yield is 0.860. (5) The reactants are [CH3:1][C:2]1[NH:3][C:4]2[CH:10]=[C:9]([NH2:11])[CH:8]=[CH:7][C:5]=2[N:6]=1.[Br:12]Br. The catalyst is CC(O)=O. The product is [CH3:1][C:2]1[NH:3][C:4]2[C:10]([Br:12])=[C:9]([NH2:11])[CH:8]=[CH:7][C:5]=2[N:6]=1. The yield is 0.410. (6) The reactants are [C:1]([C:5]1[CH:10]=[CH:9][C:8]([C:11](=[O:15])[CH2:12][CH2:13]Cl)=[CH:7][CH:6]=1)([CH3:4])([CH3:3])[CH3:2]. The catalyst is OS(O)(=O)=O. The product is [C:1]([C:5]1[CH:10]=[C:9]2[C:8](=[CH:7][CH:6]=1)[C:11](=[O:15])[CH2:12][CH2:13]2)([CH3:4])([CH3:3])[CH3:2]. The yield is 0.680. (7) The reactants are [CH3:1][NH:2][CH2:3][C:4]1[CH:9]=[CH:8][CH:7]=[CH:6][N:5]=1.FC(F)(F)S(O[C:16]1[C:17]2[CH2:37][N:36]([C:38](=[O:40])[CH3:39])[CH2:35][CH2:34][C:18]=2[N:19]=[C:20]([NH:22][C:23]2[CH:28]=[CH:27][C:26]([C:29]3[O:33][CH:32]=[N:31][CH:30]=3)=[CH:25][CH:24]=2)[N:21]=1)(=O)=O.S(C1C=CC(C)=CC=1)([O-])(=O)=O. No catalyst specified. The product is [CH3:1][N:2]([CH2:3][C:4]1[CH:9]=[CH:8][CH:7]=[CH:6][N:5]=1)[C:16]1[C:17]2[CH2:37][N:36]([C:38](=[O:40])[CH3:39])[CH2:35][CH2:34][C:18]=2[N:19]=[C:20]([NH:22][C:23]2[CH:24]=[CH:25][C:26]([C:29]3[O:33][CH:32]=[N:31][CH:30]=3)=[CH:27][CH:28]=2)[N:21]=1. The yield is 0.120. (8) The reactants are [O:1]([CH2:8][C:9]1[CH:18]=[CH:17][C:12]([C:13]([O:15]C)=[O:14])=[CH:11][CH:10]=1)[C:2]1[CH:7]=[CH:6][CH:5]=[CH:4][CH:3]=1.O.[OH-].[Li+].O1CCC[CH2:23]1.Cl. The catalyst is O.CO. The product is [CH3:23][C:17]1[CH:18]=[C:9]([CH2:8][O:1][C:2]2[CH:7]=[CH:6][CH:5]=[CH:4][CH:3]=2)[CH:10]=[CH:11][C:12]=1[C:13]([OH:15])=[O:14]. The yield is 0.810. (9) The catalyst is O1CCOCC1.CCOC(C)=O. The product is [CH3:1][C:2]1([CH3:20])[C@@H:7]([C:8]([O:10][CH3:11])=[O:9])[CH2:6][C:5]([B:29]2[O:30][C:31]([CH3:33])([CH3:32])[C:27]([CH3:43])([CH3:26])[O:28]2)=[CH:4][CH2:3]1. The reactants are [CH3:1][C:2]1([CH3:20])[C@@H:7]([C:8]([O:10][CH3:11])=[O:9])[CH2:6][C:5](OS(C(F)(F)F)(=O)=O)=[CH:4][CH2:3]1.CC([O-])=O.[K+].[CH3:26][C:27]1([CH3:43])[C:31]([CH3:33])([CH3:32])[O:30][B:29]([B:29]2[O:30][C:31]([CH3:33])([CH3:32])[C:27]([CH3:43])([CH3:26])[O:28]2)[O:28]1.ClCl. The yield is 0.830. (10) The reactants are [Cl:1][C:2]1[CH:7]=[CH:6][C:5]([N:8]2[C:14](=[O:15])[CH2:13][C:12]3=[N:16][N:17]=[C:18]([CH3:19])[N:11]3[C:10]3[CH:20]=[CH:21][CH:22]=[CH:23][C:9]2=3)=[CH:4][CH:3]=1.C[Si]([N-][Si](C)(C)C)(C)C.[Li+].I[CH2:35][CH3:36]. The catalyst is O1CCCC1. The product is [Cl:1][C:2]1[CH:7]=[CH:6][C:5]([N:8]2[C:14](=[O:15])[CH:13]([CH2:35][CH3:36])[C:12]3=[N:16][N:17]=[C:18]([CH3:19])[N:11]3[C:10]3[CH:20]=[CH:21][CH:22]=[CH:23][C:9]2=3)=[CH:4][CH:3]=1. The yield is 0.180.